Dataset: Forward reaction prediction with 1.9M reactions from USPTO patents (1976-2016). Task: Predict the product of the given reaction. (1) Given the reactants [Cl:1][C:2]1[CH:8]=[C:7]([O:9][C:10]2[C:11]3[N:18]([CH3:19])[C:17]([CH2:20][O:21][CH:22]4[CH2:27][CH2:26][CH2:25][CH2:24][O:23]4)=[CH:16][C:12]=3[N:13]=[CH:14][N:15]=2)[CH:6]=[CH:5][C:3]=1[NH2:4].C(N(CC)CC)C.[F:35][C:36]([F:47])([F:46])[C:37]1[CH:38]=[C:39]([N:43]=[C:44]=[O:45])[CH:40]=[CH:41][CH:42]=1.O, predict the reaction product. The product is: [Cl:1][C:2]1[CH:8]=[C:7]([O:9][C:10]2[C:11]3[N:18]([CH3:19])[C:17]([CH2:20][O:21][CH:22]4[CH2:27][CH2:26][CH2:25][CH2:24][O:23]4)=[CH:16][C:12]=3[N:13]=[CH:14][N:15]=2)[CH:6]=[CH:5][C:3]=1[NH:4][C:44]([NH:43][C:39]1[CH:40]=[CH:41][CH:42]=[C:37]([C:36]([F:35])([F:46])[F:47])[CH:38]=1)=[O:45]. (2) Given the reactants ClC(Cl)(O[C:5](=[O:11])OC(Cl)(Cl)Cl)Cl.[Cl:13][C:14]1[CH:19]=[CH:18][C:17]([N:20]2[C:24]([C:25]([F:28])([F:27])[F:26])=[C:23]([NH2:29])[CH:22]=[N:21]2)=[CH:16][CH:15]=1.C([O-])([O-])=O.[Na+].[Na+].Cl.[CH3:37][S:38]([C:41]1[CH:42]=[C:43]([NH2:47])[CH:44]=[CH:45][CH:46]=1)(=[O:40])=[O:39], predict the reaction product. The product is: [Cl:13][C:14]1[CH:15]=[CH:16][C:17]([N:20]2[C:24]([C:25]([F:27])([F:26])[F:28])=[C:23]([NH:29][C:5]([NH:47][C:43]3[CH:44]=[CH:45][CH:46]=[C:41]([S:38]([CH3:37])(=[O:40])=[O:39])[CH:42]=3)=[O:11])[CH:22]=[N:21]2)=[CH:18][CH:19]=1. (3) Given the reactants Br[CH:2]([C:6]1[CH:11]=[CH:10][CH:9]=[CH:8][C:7]=1[Cl:12])[C:3]([OH:5])=[O:4].C([O-])([O-])=O.[K+].[K+].[CH3:19][N:20]1[CH2:25][CH2:24][NH:23][CH2:22][CH2:21]1, predict the reaction product. The product is: [ClH:12].[Cl:12][C:7]1[CH:8]=[CH:9][CH:10]=[CH:11][C:6]=1[CH:2]([N:23]1[CH2:24][CH2:25][N:20]([CH3:19])[CH2:21][CH2:22]1)[C:3]([OH:5])=[O:4]. (4) Given the reactants [Cl:1][C:2]1[C:3]([C:9]2[CH:14]=[CH:13][C:12]([C:15]([F:18])([F:17])[F:16])=[CH:11][CH:10]=2)=[CH:4][C:5](F)=[N:6][CH:7]=1.[NH2:19][C:20]1[CH:29]=[C:28]2[C:23]([CH:24]=[CH:25][CH:26]=[N:27]2)=[CH:22][CH:21]=1, predict the reaction product. The product is: [Cl:1][C:2]1[C:3]([C:9]2[CH:14]=[CH:13][C:12]([C:15]([F:18])([F:17])[F:16])=[CH:11][CH:10]=2)=[CH:4][C:5]([NH:19][C:20]2[CH:29]=[C:28]3[C:23]([CH:24]=[CH:25][CH:26]=[N:27]3)=[CH:22][CH:21]=2)=[N:6][CH:7]=1.